From a dataset of Full USPTO retrosynthesis dataset with 1.9M reactions from patents (1976-2016). Predict the reactants needed to synthesize the given product. (1) Given the product [NH2:19][C:10]1[C:9]2[N:8]=[C:7]([CH3:20])[N:6]([CH2:5][CH2:4][CH2:3][CH2:2][NH:1][C:26]([CH:21]3[CH2:25][CH2:24][CH2:23][CH2:22]3)=[O:27])[C:18]=2[C:17]2[CH:16]=[CH:15][CH:14]=[CH:13][C:12]=2[N:11]=1, predict the reactants needed to synthesize it. The reactants are: [NH2:1][CH2:2][CH2:3][CH2:4][CH2:5][N:6]1[C:18]2[C:17]3[CH:16]=[CH:15][CH:14]=[CH:13][C:12]=3[N:11]=[C:10]([NH2:19])[C:9]=2[N:8]=[C:7]1[CH3:20].[CH:21]1([C:26](Cl)=[O:27])[CH2:25][CH2:24][CH2:23][CH2:22]1. (2) Given the product [CH:27]([C:24]1[CH:25]=[CH:26][C:21]([N:20]2[C:18](=[O:19])[C:17]3[C:16](=[CH:34][CH:33]=[CH:32][CH:31]=3)[N:15]=[C:7]2[C:6]2[CH:9]=[CH:10][C:11]([N+:12]([O-:14])=[O:13])=[C:4]([N+:1]([O-:3])=[O:2])[CH:5]=2)=[CH:22][CH:23]=1)([CH2:29][CH3:30])[CH3:28], predict the reactants needed to synthesize it. The reactants are: [N+:1]([C:4]1[CH:5]=[C:6]([CH:9]=[CH:10][C:11]=1[N+:12]([O-:14])=[O:13])[CH:7]=O)([O-:3])=[O:2].[NH2:15][C:16]1[CH:34]=[CH:33][CH:32]=[CH:31][C:17]=1[C:18]([NH:20][C:21]1[CH:26]=[CH:25][C:24]([CH:27]([CH2:29][CH3:30])[CH3:28])=[CH:23][CH:22]=1)=[O:19]. (3) Given the product [F:22][C:20]1([F:23])[O:19][C:18]2[CH:24]=[CH:25][C:15]([NH:14][C:12](=[O:13])[C:11]3[CH:26]=[CH:27][CH:28]=[CH:29][C:10]=3[NH:9][CH2:8][C:6]3[CH:5]=[CH:4][N:3]=[C:2]([NH:1][C:32]([N:31]([CH3:35])[CH3:30])=[O:33])[CH:7]=3)=[CH:16][C:17]=2[O:21]1, predict the reactants needed to synthesize it. The reactants are: [NH2:1][C:2]1[CH:7]=[C:6]([CH2:8][NH:9][C:10]2[CH:29]=[CH:28][CH:27]=[CH:26][C:11]=2[C:12]([NH:14][C:15]2[CH:25]=[CH:24][C:18]3[O:19][C:20]([F:23])([F:22])[O:21][C:17]=3[CH:16]=2)=[O:13])[CH:5]=[CH:4][N:3]=1.[CH3:30][N:31]([CH3:35])[C:32](Cl)=[O:33]. (4) Given the product [Cl:1][C:2]1[CH:7]=[C:6]([O:8][CH3:9])[CH:5]=[CH:4][C:3]=1[CH2:10][C:11](=[O:21])[CH:14]([CH3:19])[C:15]([O:17][CH3:18])=[O:16], predict the reactants needed to synthesize it. The reactants are: [Cl:1][C:2]1[CH:7]=[C:6]([O:8][CH3:9])[CH:5]=[CH:4][C:3]=1[CH2:10][C:11]#N.Br[CH:14]([CH3:19])[C:15]([O:17][CH3:18])=[O:16].C(=O)([O-])[O-:21].[K+].[K+].